Dataset: Full USPTO retrosynthesis dataset with 1.9M reactions from patents (1976-2016). Task: Predict the reactants needed to synthesize the given product. (1) The reactants are: [CH2:1]([S:8][CH2:9][C:10]1[CH:14]=[C:13]([C:15]2[CH:20]=[CH:19][C:18]([C:21]([F:24])([F:23])[F:22])=[CH:17][CH:16]=2)[S:12][C:11]=1[C:25](OCC)=[O:26])[C:2]1[CH:7]=[CH:6][CH:5]=[CH:4][CH:3]=1.[H-].[Al+3].[Li+].[H-].[H-].[H-].O.Cl. Given the product [CH2:1]([S:8][CH2:9][C:10]1[CH:14]=[C:13]([C:15]2[CH:16]=[CH:17][C:18]([C:21]([F:23])([F:24])[F:22])=[CH:19][CH:20]=2)[S:12][C:11]=1[CH2:25][OH:26])[C:2]1[CH:7]=[CH:6][CH:5]=[CH:4][CH:3]=1, predict the reactants needed to synthesize it. (2) Given the product [CH:47]1[CH:46]=[CH:45][C:44]([NH:43][C:41]2[N:40]=[C:39]([N:50]([CH2:51][CH2:52][OH:1])[CH2:55][CH2:54][OH:53])[N:38]=[C:37]([NH:36][C:33]3[CH:34]=[CH:35][C:30](/[CH:29]=[CH:28]/[C:25]4[CH:26]=[CH:27][C:22]([NH:21][C:19]5[N:18]=[C:17]([NH:64][C:65]6[CH:70]=[CH:69][CH:68]=[CH:67][CH:66]=6)[N:16]=[C:15]([N:14]([CH2:9][CH2:10][OH:11])[CH2:13][CH2:12][OH:74])[N:20]=5)=[CH:23][C:24]=4[S:60]([OH:63])(=[O:61])=[O:62])=[C:31]([S:56]([OH:59])(=[O:57])=[O:58])[CH:32]=3)[N:42]=2)=[CH:49][CH:48]=1, predict the reactants needed to synthesize it. The reactants are: [OH-:1].[NH4+].[Na].S(=O)(=O)(O)O.[CH2:9]1[N:14]([C:15]2[N:20]=[C:19]([NH:21][C:22]3[CH:27]=[CH:26][C:25](/[CH:28]=[CH:29]/[C:30]4[CH:35]=[CH:34][C:33]([NH:36][C:37]5[N:42]=[C:41]([NH:43][C:44]6[CH:49]=[CH:48][CH:47]=[CH:46][CH:45]=6)[N:40]=[C:39]([N:50]6[CH2:55][CH2:54][O:53][CH2:52][CH2:51]6)[N:38]=5)=[CH:32][C:31]=4[S:56]([O-:59])(=[O:58])=[O:57])=[C:24]([S:60]([O-:63])(=[O:62])=[O:61])[CH:23]=3)[N:18]=[C:17]([NH:64][C:65]3[CH:70]=[CH:69][CH:68]=[CH:67][CH:66]=3)[N:16]=2)[CH2:13][CH2:12][O:11][CH2:10]1.[Na+].[Na+].C.[OH2:74]. (3) Given the product [CH2:17]([C:19]1[CH:20]=[C:21]([NH:2][C:1]2[N:10]=[CH:9][N:8]=[C:7]3[NH:6][N:5]=[C:4]([O:13][CH2:14][CH2:15][OH:16])[C:3]=23)[CH:23]=[CH:24][C:25]=1[O:26][CH2:27][C:28]1[CH:33]=[CH:32][CH:31]=[CH:30][N:29]=1)[CH3:18], predict the reactants needed to synthesize it. The reactants are: [C:1]([C:3]1[C:4]([O:13][CH2:14][CH2:15][OH:16])=[N:5][NH:6][C:7]=1[N:8]=[CH:9][N:10](C)C)#[N:2].[CH2:17]([C:19]1[CH:20]=[C:21]([CH:23]=[CH:24][C:25]=1[O:26][CH2:27][C:28]1[CH:33]=[CH:32][CH:31]=[CH:30][N:29]=1)N)[CH3:18]. (4) Given the product [O:1]1[C:5]2[CH:6]=[CH:7][C:8]([C:10]#[N:17])=[CH:9][C:4]=2[O:3][CH2:2]1, predict the reactants needed to synthesize it. The reactants are: [O:1]1[C:5]2[CH:6]=[CH:7][C:8]([CH:10]=O)=[CH:9][C:4]=2[O:3][CH2:2]1.C([O-])=O.[Na+].Cl.[NH2:17]O. (5) Given the product [F:24][C:21]1[CH:22]=[CH:23][C:18]([C:16]([CH:13]2[CH2:12][CH2:11][N:10]([CH2:9][CH2:8][CH:5]3[CH2:6][CH2:7][CH:2]([NH:1][C:38]([N:46]4[C:54]5[C:49](=[CH:50][CH:51]=[CH:52][CH:53]=5)[CH2:48][CH2:47]4)=[O:44])[CH2:3][CH2:4]3)[CH2:15][CH2:14]2)=[O:17])=[CH:19][CH:20]=1, predict the reactants needed to synthesize it. The reactants are: [NH2:1][C@H:2]1[CH2:7][CH2:6][C@H:5]([CH2:8][CH2:9][N:10]2[CH2:15][CH2:14][CH:13]([C:16]([C:18]3[CH:23]=[CH:22][C:21]([F:24])=[CH:20][CH:19]=3)=[O:17])[CH2:12][CH2:11]2)[CH2:4][CH2:3]1.C(N(C(C)C)C(C)C)C.ClC(Cl)(O[C:38](=[O:44])OC(Cl)(Cl)Cl)Cl.[NH:46]1[C:54]2[C:49](=[CH:50][CH:51]=[CH:52][CH:53]=2)[CH2:48][CH2:47]1.